This data is from Full USPTO retrosynthesis dataset with 1.9M reactions from patents (1976-2016). The task is: Predict the reactants needed to synthesize the given product. (1) Given the product [C:1]([O:5][C:6](=[O:20])[CH2:7][CH2:8][C:9]1[C:10]([CH3:19])=[CH:11][C:12]([C:16]#[N:17])=[CH:13][C:14]=1[CH3:15])([CH3:4])([CH3:3])[CH3:2], predict the reactants needed to synthesize it. The reactants are: [C:1]([O:5][C:6](=[O:20])[CH2:7][CH2:8][C:9]1[C:14]([CH3:15])=[CH:13][C:12]([C:16](=O)[NH2:17])=[CH:11][C:10]=1[CH3:19])([CH3:4])([CH3:3])[CH3:2].CCN(CC)CC.FC(F)(F)C(OC(=O)C(F)(F)F)=O. (2) Given the product [C:1]([C:3]1[CH:4]=[C:5]2[C:9](=[CH:10][CH:11]=1)[N:8]([S:12]([C:15]1[CH:16]=[CH:17][C:18]([O:21][CH3:22])=[CH:19][CH:20]=1)(=[O:14])=[O:13])[C:7](=[O:23])[C@@:6]2([NH:33][C:34]([N:36]1[CH2:37][C:38]2([CH2:40][N:41]([CH2:50][CH2:49][N:46]3[CH2:47][CH2:48][O:43][CH2:44][CH2:45]3)[CH2:42]2)[CH2:39]1)=[O:35])[C:24]1[C:25]([O:30][CH2:31][CH3:32])=[N:26][CH:27]=[CH:28][CH:29]=1)#[N:2], predict the reactants needed to synthesize it. The reactants are: [C:1]([C:3]1[CH:4]=[C:5]2[C:9](=[CH:10][CH:11]=1)[N:8]([S:12]([C:15]1[CH:20]=[CH:19][C:18]([O:21][CH3:22])=[CH:17][CH:16]=1)(=[O:14])=[O:13])[C:7](=[O:23])[C@@:6]2([NH:33][C:34]([N:36]1[CH2:39][C:38]2([CH2:42][NH:41][CH2:40]2)[CH2:37]1)=[O:35])[C:24]1[C:25]([O:30][CH2:31][CH3:32])=[N:26][CH:27]=[CH:28][CH:29]=1)#[N:2].[O:43]1[CH2:48][CH2:47][N:46]([CH2:49][CH:50]=O)[CH2:45][CH2:44]1.C([O-])(=O)C.[Na+].C(O)(=O)C.[BH3-]C#N.[Na+].C([O-])([O-])=O.[K+].[K+]. (3) Given the product [Si:16]([O:15][CH2:14][C:12]1[N:13]=[C:9]([C:7]([C:29]2[CH:30]=[N:25][CH:26]=[N:27][CH:28]=2)=[CH2:8])[S:10][CH:11]=1)([C:19]([CH3:22])([CH3:21])[CH3:20])([CH3:18])[CH3:17], predict the reactants needed to synthesize it. The reactants are: FC(F)(F)S(O[C:7]([C:9]1[S:10][CH:11]=[C:12]([CH2:14][O:15][Si:16]([C:19]([CH3:22])([CH3:21])[CH3:20])([CH3:18])[CH3:17])[N:13]=1)=[CH2:8])(=O)=O.[N:25]1[CH:30]=[C:29](B(O)O)[CH:28]=[N:27][CH:26]=1.C(=O)([O-])[O-].[Na+].[Na+].C(Cl)Cl. (4) Given the product [CH2:10]([NH:17][CH2:19][C:20]([O:22][CH2:23][CH3:24])=[O:21])[C:11]1[CH:16]=[CH:15][CH:14]=[CH:13][CH:12]=1, predict the reactants needed to synthesize it. The reactants are: C(N(C(C)C)CC)(C)C.[CH2:10]([NH2:17])[C:11]1[CH:16]=[CH:15][CH:14]=[CH:13][CH:12]=1.Br[CH2:19][C:20]([O:22][CH2:23][CH3:24])=[O:21].C(OCC)(=O)C. (5) Given the product [CH2:21]([NH:28][C:29]1[C:34]([C:35]([NH2:37])=[O:36])=[CH:33][N:32]=[C:31]([NH:11][C:10]2[CH:12]=[CH:13][C:7]([N:4]3[CH2:3][CH2:2][O:1][CH2:6][CH2:5]3)=[CH:8][CH:9]=2)[N:30]=1)[C:22]1[CH:27]=[CH:26][CH:25]=[CH:24][CH:23]=1, predict the reactants needed to synthesize it. The reactants are: [O:1]1[CH2:6][CH2:5][N:4]([C:7]2[CH:13]=[CH:12][C:10]([NH2:11])=[CH:9][CH:8]=2)[CH2:3][CH2:2]1.Cl.O1CCOCC1.[CH2:21]([NH:28][C:29]1[C:34]([C:35]([NH2:37])=[O:36])=[CH:33][N:32]=[C:31](Cl)[N:30]=1)[C:22]1[CH:27]=[CH:26][CH:25]=[CH:24][CH:23]=1. (6) Given the product [Br:27][C:28]1[CH:36]=[C:32]([C:33](=[O:34])[CH2:20][C:19]([O:22][C:23]([CH3:26])([CH3:25])[CH3:24])=[O:21])[CH:31]=[N:30][CH:29]=1, predict the reactants needed to synthesize it. The reactants are: C(NC(C)C)(C)C.CCCCCC.C([Li])CCC.[C:19]([O:22][C:23]([CH3:26])([CH3:25])[CH3:24])(=[O:21])[CH3:20].[Br:27][C:28]1[CH:29]=[N:30][CH:31]=[C:32]([CH:36]=1)[C:33](O)=[O:34].C1N=CN(C(N2C=NC=C2)=O)C=1. (7) Given the product [C:6]1([CH2:12][C:13]2[CH:21]=[CH:20][CH:19]=[C:15]([C:16]([O:18][CH3:23])=[O:17])[C:14]=2[OH:22])[CH:7]=[CH:8][CH:9]=[CH:10][CH:11]=1, predict the reactants needed to synthesize it. The reactants are: S(=O)(=O)(O)O.[C:6]1([CH2:12][C:13]2[CH:21]=[CH:20][CH:19]=[C:15]([C:16]([OH:18])=[O:17])[C:14]=2[OH:22])[CH:11]=[CH:10][CH:9]=[CH:8][CH:7]=1.[CH3:23]O. (8) Given the product [CH:1]12[CH2:10][CH:5]3[CH2:6][CH:7]([CH2:9][CH:3]([CH2:4]3)[CH:2]1[NH:11][C:12](=[O:20])[C:13]1[CH:14]=[CH:15][C:16]([O:19][CH:49]3[CH2:48][CH2:47][CH:46]([O:45][Si:44]([C:40]([CH3:43])([CH3:42])[CH3:41])([C:59]4[CH:64]=[CH:63][CH:62]=[CH:61][CH:60]=4)[C:53]4[CH:54]=[CH:55][CH:56]=[CH:57][CH:58]=4)[CH2:51][CH2:50]3)=[CH:17][CH:18]=1)[CH2:8]2, predict the reactants needed to synthesize it. The reactants are: [CH:1]12[CH2:10][CH:5]3[CH2:6][CH:7]([CH2:9][CH:3]([CH2:4]3)[CH:2]1[NH:11][C:12](=[O:20])[C:13]1[CH:18]=[CH:17][C:16]([OH:19])=[CH:15][CH:14]=1)[CH2:8]2.C1(P(C2C=CC=CC=2)C2C=CC=CC=2)C=CC=CC=1.[C:40]([Si:44]([C:59]1[CH:64]=[CH:63][CH:62]=[CH:61][CH:60]=1)([C:53]1[CH:58]=[CH:57][CH:56]=[CH:55][CH:54]=1)[O:45][CH:46]1[CH2:51][CH2:50][CH:49](O)[CH2:48][CH2:47]1)([CH3:43])([CH3:42])[CH3:41].CCOC(/N=N/C(OCC)=O)=O.